This data is from Reaction yield outcomes from USPTO patents with 853,638 reactions. The task is: Predict the reaction yield, written as a fraction of the theoretical maximum amount of product (1.0 means a 100% yield; for example, 0.34 means a 34% yield). (1) The reactants are Br[CH2:2][C:3]([NH:5][C:6]1[C:11]([CH:12]([CH3:14])[CH3:13])=[CH:10][CH:9]=[CH:8][C:7]=1[CH:15]([CH3:17])[CH3:16])=[O:4].[NH2:18][CH2:19][C:20]1([NH:26][C:27]2[CH:32]=[CH:31][CH:30]=[CH:29][CH:28]=2)[CH2:25][CH2:24][CH2:23][CH2:22][CH2:21]1.O. The catalyst is CN(C)C=O. The product is [CH:15]([C:7]1[CH:8]=[CH:9][CH:10]=[C:11]([CH:12]([CH3:14])[CH3:13])[C:6]=1[NH:5][C:3](=[O:4])[CH2:2][NH:18][CH2:19][C:20]1([NH:26][C:27]2[CH:32]=[CH:31][CH:30]=[CH:29][CH:28]=2)[CH2:25][CH2:24][CH2:23][CH2:22][CH2:21]1)([CH3:17])[CH3:16]. The yield is 0.370. (2) The yield is 0.790. The reactants are [CH3:1][O:2][C:3]([C:5]1[N:6]=[N:7][C:8]([Cl:12])=[CH:9][C:10]=1Cl)=[O:4].[NH2:13][C:14]1[CH:19]=[CH:18][C:17]([CH3:20])=[CH:16][CH:15]=1.C(N(CC)C(C)C)(C)C.C(OCC)(=O)C. The catalyst is CN(C)C(=O)C.O. The product is [CH3:1][O:2][C:3]([C:5]1[N:6]=[N:7][C:8]([Cl:12])=[CH:9][C:10]=1[NH:13][C:14]1[CH:19]=[CH:18][C:17]([CH3:20])=[CH:16][CH:15]=1)=[O:4]. (3) The reactants are CN(C)C=O.[N+:6]([C:9]1[N:10]=[C:11](S(C2C=CC([N+]([O-])=O)=CC=2)(=O)=O)[N:12]([CH2:14][C@:15]([OH:40])([CH3:39])[CH2:16][N:17]2[CH2:22][CH2:21][N:20]([C:23]([O:25][CH2:26][CH:27]=[CH:28][C:29]3[CH:34]=[CH:33][C:32]([C:35]([F:38])([F:37])[F:36])=[CH:31][CH:30]=3)=[O:24])[CH2:19][CH2:18]2)[CH:13]=1)([O-:8])=[O:7].CC(C)([O-])C.[Na+].O. The catalyst is C(OCC)(=O)C. The product is [CH3:39][C@@:15]1([CH2:16][N:17]2[CH2:22][CH2:21][N:20]([C:23]([O:25][CH2:26][CH:27]=[CH:28][C:29]3[CH:34]=[CH:33][C:32]([C:35]([F:37])([F:36])[F:38])=[CH:31][CH:30]=3)=[O:24])[CH2:19][CH2:18]2)[O:40][C:11]2=[N:10][C:9]([N+:6]([O-:8])=[O:7])=[CH:13][N:12]2[CH2:14]1. The yield is 0.390. (4) The reactants are [H-].[Na+].C([O:5][C:6]([C:8]1([CH:24](O)[CH3:25])[CH2:12][CH2:11][CH:10]([O:13][Si:14]([CH:21]([CH3:23])[CH3:22])([CH:18]([CH3:20])[CH3:19])[CH:15]([CH3:17])[CH3:16])[CH2:9]1)=[O:7])C.C1C(Cl)=CN=C(N(S(C(F)(F)F)(=O)=O)S(C(F)(F)F)(=O)=O)C=1. The catalyst is O1CCCC1. The product is [CH:21]([Si:14]([CH:15]([CH3:17])[CH3:16])([CH:18]([CH3:20])[CH3:19])[O:13][CH:10]1[CH2:11][CH2:12][C:8]([CH:24]=[CH2:25])([C:6]([OH:7])=[O:5])[CH2:9]1)([CH3:23])[CH3:22]. The yield is 0.150. (5) The reactants are [Cl-].[CH:2]([C:5]1[CH:10]=[CH:9][CH:8]=[C:7]([CH:11]([CH3:13])[CH3:12])[C:6]=1[N:14]1[CH2:18][CH2:17]N(C2C(C(C)C)=CC=CC=2C(C)C)C1)([CH3:4])[CH3:3].CC(C)([O-])C.[K+].Cl[C:38]1[CH:43]=[CH:42]C=C[C:39]=1[C:44]#[C:45][C:46]1[CH:51]=[CH:50][CH:49]=[CH:48][N:47]=1.C(C1C=CC=C(C(C)C)C=1N)(C)C. The catalyst is C1(C)C=CC=CC=1.C([O-])(=O)C.[Pd+2].C([O-])(=O)C. The product is [CH:2]([C:5]1[CH:10]=[CH:9][CH:8]=[C:7]([CH:11]([CH3:13])[CH3:12])[C:6]=1[N:14]1[C:18]2[C:39](=[CH:38][CH:43]=[CH:42][CH:17]=2)[CH:44]=[C:45]1[C:46]1[CH:51]=[CH:50][CH:49]=[CH:48][N:47]=1)([CH3:3])[CH3:4]. The yield is 0.0600. (6) The reactants are [CH:1]1([CH2:4][O:5][C:6]2[CH:7]=[C:8]([CH:15](C(OCC)=O)[C:16]([O:18]CC)=[O:17])[CH:9]=[CH:10][C:11]=2[N+:12]([O-:14])=[O:13])[CH2:3][CH2:2]1.[OH-].[Na+]. The catalyst is C(O)C. The product is [CH:1]1([CH2:4][O:5][C:6]2[CH:7]=[C:8]([CH2:15][C:16]([OH:18])=[O:17])[CH:9]=[CH:10][C:11]=2[N+:12]([O-:14])=[O:13])[CH2:2][CH2:3]1. The yield is 0.900.